Regression. Given a peptide amino acid sequence and an MHC pseudo amino acid sequence, predict their binding affinity value. This is MHC class I binding data. From a dataset of Peptide-MHC class I binding affinity with 185,985 pairs from IEDB/IMGT. (1) The peptide sequence is YCNYSRYWY. The MHC is HLA-A29:02 with pseudo-sequence HLA-A29:02. The binding affinity (normalized) is 0.342. (2) The peptide sequence is HRILDIYLEKE. The MHC is HLA-B27:05 with pseudo-sequence HLA-B27:05. The binding affinity (normalized) is 0.322. (3) The peptide sequence is IPRACQKSL. The MHC is HLA-B15:17 with pseudo-sequence HLA-B15:17. The binding affinity (normalized) is 0.0847.